Dataset: Full USPTO retrosynthesis dataset with 1.9M reactions from patents (1976-2016). Task: Predict the reactants needed to synthesize the given product. (1) The reactants are: [F:1][C:2]1[CH:7]=[CH:6][C:5]([N:8]2[C:16]3[C:11](=[CH:12][C:13]([S:17][C@H:18]([C:31]4[CH:36]=[CH:35][CH:34]=[CH:33][CH:32]=4)[C@@H:19]([NH:21]S(CC[Si](C)(C)C)(=O)=O)[CH3:20])=[CH:14][CH:15]=3)[CH:10]=[N:9]2)=[CH:4][CH:3]=1.CN(C=O)C. Given the product [F:1][C:2]1[CH:7]=[CH:6][C:5]([N:8]2[C:16]3[C:11](=[CH:12][C:13]([S:17][C@H:18]([C:31]4[CH:32]=[CH:33][CH:34]=[CH:35][CH:36]=4)[C@@H:19]([NH2:21])[CH3:20])=[CH:14][CH:15]=3)[CH:10]=[N:9]2)=[CH:4][CH:3]=1, predict the reactants needed to synthesize it. (2) Given the product [NH2:1][C:4]1[CH:16]=[CH:15][C:14]2[C:13]3[C:8](=[CH:9][C:10]([NH2:17])=[CH:11][CH:12]=3)[NH:7][C:6]=2[CH:5]=1, predict the reactants needed to synthesize it. The reactants are: [N+:1]([C:4]1[CH:16]=[CH:15][C:14]2[C:13]3[C:8](=[CH:9][C:10]([N+:17]([O-])=O)=[CH:11][CH:12]=3)[NH:7][C:6]=2[CH:5]=1)([O-])=O.[Sn](Cl)Cl.